Task: Predict the reactants needed to synthesize the given product.. Dataset: Full USPTO retrosynthesis dataset with 1.9M reactions from patents (1976-2016) (1) The reactants are: Br[C:2]1[CH:3]=[CH:4][C:5]([C:10]([N:12]2[CH2:17][CH2:16][N:15]([C:18]3[C:23]([CH3:24])=[CH:22][C:21]([CH2:25][CH3:26])=[CH:20][N:19]=3)[CH2:14][CH2:13]2)=[O:11])=[C:6]([CH:9]=1)[C:7]#[N:8].[CH3:27][N:28]1[CH2:32][CH2:31][NH:30][C:29]1=[O:33]. Given the product [CH2:25]([C:21]1[CH:22]=[C:23]([CH3:24])[C:18]([N:15]2[CH2:16][CH2:17][N:12]([C:10]([C:5]3[CH:4]=[CH:3][C:2]([N:30]4[CH2:31][CH2:32][N:28]([CH3:27])[C:29]4=[O:33])=[CH:9][C:6]=3[C:7]#[N:8])=[O:11])[CH2:13][CH2:14]2)=[N:19][CH:20]=1)[CH3:26], predict the reactants needed to synthesize it. (2) Given the product [CH2:20]([NH:23][C:8]1[N:7]=[C:6]([NH:5][CH2:1][CH2:2][CH2:3][CH3:4])[C:15]2[C:10](=[CH:11][CH:12]=[C:13]([N+:16]([O-:18])=[O:17])[CH:14]=2)[N:9]=1)[CH:21]=[CH2:22], predict the reactants needed to synthesize it. The reactants are: [CH2:1]([NH:5][C:6]1[C:15]2[C:10](=[CH:11][CH:12]=[C:13]([N+:16]([O-:18])=[O:17])[CH:14]=2)[N:9]=[C:8](Cl)[N:7]=1)[CH2:2][CH2:3][CH3:4].[CH2:20]([NH2:23])[CH:21]=[CH2:22]. (3) Given the product [Cl:6][C:7]1[C:12]([CH3:13])=[C:11]([Cl:14])[N:10]2[N:15]=[CH:16][C:17]([CH:22]=[O:23])=[C:9]2[N:8]=1, predict the reactants needed to synthesize it. The reactants are: O=P(Cl)(Cl)Cl.[Cl:6][C:7]1[C:12]([CH3:13])=[C:11]([Cl:14])[N:10]2[N:15]=[CH:16][CH:17]=[C:9]2[N:8]=1.[OH-].[Na+].CN(C)[CH:22]=[O:23]. (4) Given the product [Cl:1][C:2]1[CH:7]=[C:6]([C:18]2[CH:19]=[N:20][C:15]([O:14][CH3:13])=[CH:16][CH:17]=2)[N:5]=[C:4]2[N:9]([CH3:12])[N:10]=[CH:11][C:3]=12, predict the reactants needed to synthesize it. The reactants are: [Cl:1][C:2]1[CH:7]=[C:6](Cl)[N:5]=[C:4]2[N:9]([CH3:12])[N:10]=[CH:11][C:3]=12.[CH3:13][O:14][C:15]1[N:20]=[CH:19][C:18](B(O)O)=[CH:17][CH:16]=1.CC([O-])=O.[K+]. (5) Given the product [CH:1]([N:4]1[CH2:9][CH2:8][CH:7]([NH:10][C:12]2[C:13]([C:22]3[NH:31][C:30](=[O:32])[C:29]4[C:24](=[CH:25][C:26]([O:35][CH3:36])=[CH:27][C:28]=4[O:33][CH3:34])[N:23]=3)=[N:14][CH:15]=[C:16]([O:18][CH2:19][CH2:20][NH:10][CH:7]3[CH2:8][CH2:9][N:4]([CH:1]([CH3:3])[CH3:2])[CH2:5][CH2:6]3)[CH:17]=2)[CH2:6][CH2:5]1)([CH3:3])[CH3:2], predict the reactants needed to synthesize it. The reactants are: [CH:1]([N:4]1[CH2:9][CH2:8][CH:7]([NH2:10])[CH2:6][CH2:5]1)([CH3:3])[CH3:2].F[C:12]1[C:13]([C:22]2[NH:31][C:30](=[O:32])[C:29]3[C:24](=[CH:25][C:26]([O:35][CH3:36])=[CH:27][C:28]=3[O:33][CH3:34])[N:23]=2)=[N:14][CH:15]=[C:16]([O:18][CH2:19][CH2:20]Br)[CH:17]=1. (6) Given the product [Br:20][C:21]1[CH:22]=[C:23]([C:24]([N:17]2[CH2:16][CH2:15][O:14][C:13]3[N:18]=[CH:19][C:10]([C:5]4[CH:6]=[CH:7][CH:8]=[C:9]5[C:4]=4[CH:3]=[CH:2][NH:1]5)=[CH:11][C:12]2=3)=[O:25])[CH:27]=[C:28]([Br:32])[C:29]=1[O:30][CH3:31], predict the reactants needed to synthesize it. The reactants are: [NH:1]1[C:9]2[C:4](=[C:5]([C:10]3[CH:19]=[N:18][C:13]4[O:14][CH2:15][CH2:16][NH:17][C:12]=4[CH:11]=3)[CH:6]=[CH:7][CH:8]=2)[CH:3]=[CH:2]1.[Br:20][C:21]1[CH:22]=[C:23]([CH:27]=[C:28]([Br:32])[C:29]=1[O:30][CH3:31])[C:24](Cl)=[O:25].C(N(CC)CC)C.O.